Dataset: Reaction yield outcomes from USPTO patents with 853,638 reactions. Task: Predict the reaction yield, written as a fraction of the theoretical maximum amount of product (1.0 means a 100% yield; for example, 0.34 means a 34% yield). (1) The reactants are C([Si](C1C=CC=CC=1)(C1C=CC=CC=1)[O:6][CH2:7][CH2:8][CH:9]1[C:15]2[CH:16]=[CH:17][C:18]([O:20][C:21](=[O:25])[N:22]([CH3:24])[CH3:23])=[CH:19][C:14]=2[CH:13]=[CH:12][CH2:11][N:10]1[C:26]([O:28][C:29]([CH3:32])([CH3:31])[CH3:30])=[O:27])(C)(C)C. The catalyst is CO.[C].[Pd]. The product is [CH3:24][N:22]([CH3:23])[C:21]([O:20][C:18]1[CH:17]=[CH:16][C:15]2[CH:9]([CH2:8][CH2:7][OH:6])[N:10]([C:26]([O:28][C:29]([CH3:31])([CH3:32])[CH3:30])=[O:27])[CH2:11][CH2:12][CH2:13][C:14]=2[CH:19]=1)=[O:25]. The yield is 0.910. (2) The reactants are [OH:1][CH2:2][C:3]1[CH:8]=[CH:7][C:6]([C:9](=[O:11])[CH3:10])=[C:5]([CH3:12])[CH:4]=1.Br[C:14]1C=CC(C(O)C)=CC=1C. No catalyst specified. The product is [OH:1][CH:2]([C:3]1[CH:8]=[CH:7][C:6]([C:9](=[O:11])[CH3:10])=[C:5]([CH3:12])[CH:4]=1)[CH3:14]. The yield is 0.490. (3) The reactants are Br[C:2]1[CH:28]=[CH:27][C:5]2[N:6]([CH2:9][C:10]3[CH:26]=[CH:25][C:13]4[N:14]=[C:15]([NH:17][C@@H:18]5[CH2:23][CH2:22][CH2:21][CH2:20][C@H:19]5[OH:24])[S:16][C:12]=4[CH:11]=3)[CH:7]=[N:8][C:4]=2[CH:3]=1.C([Sn](CCCC)(CCCC)[C:34]([O:36]CC)=[CH2:35])CCC. The catalyst is CC(N(C)C)=O.C1C=CC(/C=C/C(/C=C/C2C=CC=CC=2)=O)=CC=1.C1C=CC(/C=C/C(/C=C/C2C=CC=CC=2)=O)=CC=1.C1C=CC(/C=C/C(/C=C/C2C=CC=CC=2)=O)=CC=1.[Pd].[Pd]. The product is [OH:24][C@@H:19]1[CH2:20][CH2:21][CH2:22][CH2:23][C@H:18]1[NH:17][C:15]1[S:16][C:12]2[CH:11]=[C:10]([CH2:9][N:6]3[C:5]4[CH:27]=[CH:28][C:2]([C:34](=[O:36])[CH3:35])=[CH:3][C:4]=4[N:8]=[CH:7]3)[CH:26]=[CH:25][C:13]=2[N:14]=1. The yield is 0.0800. (4) The reactants are Br[C:2]1[CH:3]=[C:4]2[C:9](=[CH:10][CH:11]=1)[N:8]=[C:7]([C:12]([O:14][CH2:15][CH3:16])=[O:13])[CH:6]=[CH:5]2.[OH:17][C:18]1[CH:23]=[CH:22][C:21](B(O)O)=[CH:20][CH:19]=1.C1(P(C2C=CC=CC=2)C2C=CC=CC=2)C=CC=CC=1.P([O-])([O-])([O-])=O.[K+].[K+].[K+]. The catalyst is C([O-])(=O)C.[Pd+2].C([O-])(=O)C.C(OCC)(=O)C.O.O1CCOCC1. The product is [OH:17][C:18]1[CH:23]=[CH:22][C:21]([C:2]2[CH:3]=[C:4]3[C:9](=[CH:10][CH:11]=2)[N:8]=[C:7]([C:12]([O:14][CH2:15][CH3:16])=[O:13])[CH:6]=[CH:5]3)=[CH:20][CH:19]=1. The yield is 0.580. (5) The reactants are [Cl:1][C:2]1[CH:7]=[CH:6][N:5]=[C:4]([N:8]2[CH2:13][CH2:12][N:11](C(OC(C)(C)C)=O)[CH2:10][CH2:9]2)[N:3]=1.[F:21][C:22]1[CH:23]=[C:24](B(O)O)[CH:25]=[CH:26][C:27]=1[F:28]. No catalyst specified. The product is [ClH:1].[ClH:1].[F:21][C:22]1[CH:23]=[C:24]([C:2]2[CH:7]=[CH:6][N:5]=[C:4]([N:8]3[CH2:9][CH2:10][NH:11][CH2:12][CH2:13]3)[N:3]=2)[CH:25]=[CH:26][C:27]=1[F:28]. The yield is 0.980. (6) The reactants are CO[C:3]([C:5]1[O:9][N:8]=[C:7]([C:10]2[CH:15]=[CH:14][CH:13]=[CH:12][CH:11]=2)[C:6]=1[N+:16]([O-:18])=[O:17])=[O:4].[CH:19]1([NH2:26])[CH2:25][CH2:24][CH2:23][CH2:22][CH2:21][CH2:20]1. The catalyst is C(Cl)Cl. The product is [CH:19]1([NH:26][C:3]([C:5]2[O:9][N:8]=[C:7]([C:10]3[CH:15]=[CH:14][CH:13]=[CH:12][CH:11]=3)[C:6]=2[N+:16]([O-:18])=[O:17])=[O:4])[CH2:25][CH2:24][CH2:23][CH2:22][CH2:21][CH2:20]1. The yield is 0.410.